Dataset: Forward reaction prediction with 1.9M reactions from USPTO patents (1976-2016). Task: Predict the product of the given reaction. (1) Given the reactants [CH2:1]([O:8][CH2:9][CH2:10][C@H:11]([NH:29]C(=O)OC(C)(C)C)[C:12]1[N:17]([C:18]2[CH:23]=[CH:22][CH:21]=[CH:20][CH:19]=2)[C:16](=[O:24])[C:15]2=[C:25]([CH3:28])[CH:26]=[CH:27][N:14]2[N:13]=1)[C:2]1[CH:7]=[CH:6][CH:5]=[CH:4][CH:3]=1.Cl.O1CCOCC1, predict the reaction product. The product is: [NH2:29][C@H:11]([C:12]1[N:17]([C:18]2[CH:23]=[CH:22][CH:21]=[CH:20][CH:19]=2)[C:16](=[O:24])[C:15]2=[C:25]([CH3:28])[CH:26]=[CH:27][N:14]2[N:13]=1)[CH2:10][CH2:9][O:8][CH2:1][C:2]1[CH:3]=[CH:4][CH:5]=[CH:6][CH:7]=1. (2) Given the reactants [Br:1][C:2]1[CH:3]=[C:4]2[C:9](=[CH:10][CH:11]=1)[C:8](=[O:12])[C:7](=[O:13])[CH:6]=[CH:5]2.[N+:14]([O-])([OH:16])=[O:15], predict the reaction product. The product is: [Br:1][C:2]1[CH:3]=[C:4]2[C:9](=[CH:10][CH:11]=1)[C:8](=[O:12])[C:7](=[O:13])[C:6]([N+:14]([O-:16])=[O:15])=[CH:5]2. (3) Given the reactants [Br:1][C:2]1[CH:9]=[CH:8][C:7]([OH:10])=[CH:6][C:3]=1[CH:4]=[O:5].[CH2:11](Br)[C:12]1[CH:17]=[CH:16][CH:15]=[CH:14][CH:13]=1.C([O-])([O-])=O.[Cs+].[Cs+], predict the reaction product. The product is: [CH2:11]([O:10][C:7]1[CH:8]=[CH:9][C:2]([Br:1])=[C:3]([CH:6]=1)[CH:4]=[O:5])[C:12]1[CH:17]=[CH:16][CH:15]=[CH:14][CH:13]=1.